Predict the product of the given reaction. From a dataset of Forward reaction prediction with 1.9M reactions from USPTO patents (1976-2016). (1) Given the reactants [Na:1].[CH2:2]1[O:4][CH2:3]1.[C:5]([OH:10])(=[O:9])[C:6]([CH3:8])=[CH2:7].[C:11]([O:15][CH2:16][CH2:17][CH2:18][CH3:19])(=[O:14])[CH:12]=[CH2:13].[S:20]([O:24][O:23][S:20]([O-:24])(=[O:22])=[O:21])([O-:23])(=[O:22])=[O:21].[NH4+].[NH4+], predict the reaction product. The product is: [C:5]([OH:10])(=[O:9])[C:6]([CH3:8])=[CH2:7].[C:11]([O:15][CH2:16][CH2:17][CH2:18][CH3:19])(=[O:14])[CH:12]=[CH2:13].[Na:1].[S:20]([O-:24])([O-:23])(=[O:22])=[O:21].[C:5]([OH:10])(=[O:9])[C:6]([CH3:8])=[CH2:7].[CH2:3]1[O:4][CH2:2]1. (2) Given the reactants [CH3:1][O:2][CH2:3][CH2:4][NH2:5].[S:6](N)([NH2:9])(=[O:8])=[O:7], predict the reaction product. The product is: [CH3:1][O:2][CH2:3][CH2:4][NH:5][S:6](=[O:8])(=[O:7])[NH2:9].